From a dataset of Experimentally validated miRNA-target interactions with 360,000+ pairs, plus equal number of negative samples. Binary Classification. Given a miRNA mature sequence and a target amino acid sequence, predict their likelihood of interaction. (1) The protein sequence of the target gene is MLKCVMSGSQVKVFGKAVQALSRISDEFWLDPSKKGLALRCVNSSRSAYGCVLFSPVFFQHYQWSALVKMSENELDTTLHLKCKLGMKSILPIFRCLNSLERNIEKCRIFTRSDKCKVVIQFFYRHGIKRTHNICFQESQPLQVIFDKNVCTNTLMIQPRLLADAIVLFTSSQEEVTLAVTPLNFCLKSSNEESMDLSNAVHSEMFVGSDEFDFFQIGMDTEITFCFKELKGILTFSEATHAPISIYFDFPGKPLALSIDDMLVEANFILATLADEQSRASSPQSLCLSQKRKRSDLIEK.... The miRNA is hsa-miR-378i with sequence ACUGGACUAGGAGUCAGAAGG. Result: 0 (no interaction). (2) The miRNA is hsa-miR-6732-5p with sequence UAGGGGGUGGCAGGCUGGCC. The protein sequence of the target gene is MAAGVAGWGVEAEEFEDAPDVEPLEPTLSNIIEQRSLKWIFVGGKGGVGKTTCSCSLAVQLSKGRESVLIISTDPAHNISDAFDQKFSKVPTKVKGYDNLFAMEIDPSLGVAELPDEFFEEDNMLSMGKKMMQEAMSAFPGIDEAMSYAEVMRLVKGMNFSVVVFDTAPTGHTLRLLNFPTIVERGLGRLMQIKNQISPFISQMCNMLGLGDMNADQLASKLEETLPVIRSVSEQFKDPEQTTFICVCIAEFLSLYETERLIQELAKCKIDTHNIIVNQLVFPDPEKPCKMCEARHKIQA.... Result: 1 (interaction). (3) The miRNA is hsa-miR-3659 with sequence UGAGUGUUGUCUACGAGGGCA. The protein sequence of the target gene is MAAVELEWIPETLYNTAISAVVDNYIRSRRDIRSLPENIQFDVYYKLYQQGRLCQLGSEFCELEVFAKVLRALDKRHLLHHCFQALMDHGVKVASVLAYSFSRRCSYIAESDAAVKEKAIQVGFVLGGFLSDAGWYSDAEKVFLSCLQLCTLHDEMLHWFRAVECCVRLLHVRNGNCKYHLGEETFKLAQTYMDKLSKHGQQANRAALYGELCALLFAKSHYDEAYKWCVEAMKEITAGLPVKVVVDVLRQASKACVVKREFKKAEQLIKHAVYLARDHFGSKHPKYSDTLLDYGFYLLN.... Result: 0 (no interaction). (4) The miRNA is hsa-miR-1266-5p with sequence CCUCAGGGCUGUAGAACAGGGCU. The protein sequence of the target gene is MPMASPQTLVLYLLVLAVTEAWGQEAVIPGCHLHPFNVTVRSDRQGTCQGSHVAQACVGHCESSAFPSRYSVLVASGYRHNITSVSQCCTISGLKKVKVQLQCVGSRREELEIFTARACQCDMCRLSRY. Result: 1 (interaction).